The task is: Predict the reactants needed to synthesize the given product.. This data is from Full USPTO retrosynthesis dataset with 1.9M reactions from patents (1976-2016). (1) Given the product [Br:1][C:2]1[CH:7]=[N:6][C:5]([N:8]([CH3:25])[CH:9]2[CH2:10][CH2:11][C:12]([CH3:20])([C:15]([O:17][CH2:18][CH3:19])=[O:16])[CH2:13][CH2:14]2)=[N:4][CH:3]=1, predict the reactants needed to synthesize it. The reactants are: [Br:1][C:2]1[CH:3]=[N:4][C:5]([NH:8][CH:9]2[CH2:14][CH2:13][C:12]([CH3:20])([C:15]([O:17][CH2:18][CH3:19])=[O:16])[CH2:11][CH2:10]2)=[N:6][CH:7]=1.[H-].[Na+].CI.[CH3:25]CCCCC. (2) Given the product [CH3:1][N:2]([N:12]1[CH2:20][C:19]2[C:14](=[CH:15][CH:16]=[CH:17][C:18]=2[NH2:21])[C:13]1=[O:24])[C@H:3]([C:9]([OH:11])=[O:10])[CH2:4][CH2:5][C:6](=[O:8])[NH2:7], predict the reactants needed to synthesize it. The reactants are: [CH3:1][N:2]([N:12]1[CH2:20][C:19]2[C:14](=[CH:15][CH:16]=[CH:17][C:18]=2[N+:21]([O-])=O)[C:13]1=[O:24])[C@H:3]([C:9]([OH:11])=[O:10])[CH2:4][CH2:5][C:6](=[O:8])[NH2:7]. (3) Given the product [C:1]([C:3]1[CH:8]=[CH:7][C:6]([N:9]2[CH2:14][CH2:13][CH2:12][C@H:11]([NH:15][C@@H:16]3[CH2:21][CH2:20][CH2:19][CH2:18][C@H:17]3[NH:22][C:37]([NH:36][C:39]3[CH:44]=[CH:43][CH:42]=[C:41]([OH:45])[CH:40]=3)=[O:38])[CH2:10]2)=[CH:5][CH:4]=1)#[N:2], predict the reactants needed to synthesize it. The reactants are: [C:1]([C:3]1[CH:8]=[CH:7][C:6]([N:9]2[CH2:14][CH2:13][CH2:12][C@H:11]([NH:15][C@@H:16]3[CH2:21][CH2:20][CH2:19][CH2:18][C@H:17]3[NH:22]C(=O)CC3C4C(=CC=CC=4)N(C)C=3)[CH2:10]2)=[CH:5][CH:4]=1)#[N:2].[N:36]([C:39]1[CH:40]=[C:41]([OH:45])[CH:42]=[CH:43][CH:44]=1)=[C:37]=[O:38]. (4) Given the product [Cl:18][C:15]1[CH:16]=[CH:17][C:11]2[O:10][C:9]([N:8]3[C@@H:1]4[C@@H:6]([CH2:5][CH2:4][N:3]([C:39]([C:38]5[CH:42]=[CH:43][CH:44]=[C:36]([F:35])[C:37]=5[N:45]5[N:49]=[CH:48][CH:47]=[N:46]5)=[O:40])[CH2:2]4)[CH2:7]3)=[N:13][C:12]=2[CH:14]=1, predict the reactants needed to synthesize it. The reactants are: [C@@H:1]12[N:8]([C:9]3[O:10][C:11]4[CH:17]=[CH:16][C:15]([Cl:18])=[CH:14][C:12]=4[N:13]=3)[CH2:7][C@@H:6]1[CH2:5][CH2:4][NH:3][CH2:2]2.CC1C=C(C)N=C(N2[C@@H]3[C@@H](CCNC3)C2)N=1.[F:35][C:36]1[C:37]([N:45]2[N:49]=[CH:48][CH:47]=[N:46]2)=[C:38]([CH:42]=[CH:43][CH:44]=1)[C:39](O)=[O:40].S1C=CC=C1C1C=CC=CC=1C(O)=O.